Dataset: Forward reaction prediction with 1.9M reactions from USPTO patents (1976-2016). Task: Predict the product of the given reaction. (1) Given the reactants [CH2:1]([O:3][C:4]([C:6]1[N:11]2[C:12]([N+:16]([O-])=O)=[C:13]([CH3:15])[N:14]=[C:10]2[CH:9]=[CH:8][CH:7]=1)=[O:5])[CH3:2], predict the reaction product. The product is: [NH2:16][C:12]1[N:11]2[C:6]([C:4]([O:3][CH2:1][CH3:2])=[O:5])=[CH:7][CH:8]=[CH:9][C:10]2=[N:14][C:13]=1[CH3:15]. (2) Given the reactants [Cl:1][C:2]1[N:7]=[C:6](Cl)[CH:5]=[C:4]([C:9]([O:11][CH3:12])=[O:10])[N:3]=1.[CH3:13][C:14]1([OH:20])[CH2:19][CH2:18][NH:17][CH2:16][CH2:15]1.C(=O)([O-])[O-].[Na+].[Na+], predict the reaction product. The product is: [Cl:1][C:2]1[N:3]=[C:4]([C:9]([O:11][CH3:12])=[O:10])[CH:5]=[C:6]([N:17]2[CH2:18][CH2:19][C:14]([OH:20])([CH3:13])[CH2:15][CH2:16]2)[N:7]=1. (3) Given the reactants [CH:1]1([N:4]2[CH2:9][CH2:8][C@H:7]([NH:10][C:11](=[O:30])[CH2:12][C@@H:13]3[C:18](=[O:19])[NH:17][CH:16]=[CH:15][N:14]3[S:20]([C:23]3[CH:29]=[CH:28][C:26]([CH3:27])=[CH:25][CH:24]=3)(=[O:22])=[O:21])[C:6]([CH3:32])([CH3:31])[CH2:5]2)[CH2:3][CH2:2]1.ClC1C=C(C=CC=1)C(OO)=[O:38], predict the reaction product. The product is: [CH:1]1([N:4]2[CH2:9][CH2:8][C@H:7]([NH+:10]([O-:38])[C:11](=[O:30])[CH2:12][C@@H:13]3[C:18](=[O:19])[NH:17][CH:16]=[CH:15][N:14]3[S:20]([C:23]3[CH:24]=[CH:25][C:26]([CH3:27])=[CH:28][CH:29]=3)(=[O:22])=[O:21])[C:6]([CH3:32])([CH3:31])[CH2:5]2)[CH2:2][CH2:3]1. (4) Given the reactants [CH3:1][O:2][C:3]1[CH:8]=[CH:7][C:6]([S:9](Cl)(=[O:11])=[O:10])=[CH:5][CH:4]=1.[NH:13]1[C:21]2[C:16](=[CH:17][CH:18]=[CH:19][CH:20]=2)[CH:15]=[CH:14]1, predict the reaction product. The product is: [CH3:1][O:2][C:3]1[CH:8]=[CH:7][C:6]([S:9]([N:13]2[C:21]3[C:16](=[CH:17][CH:18]=[CH:19][CH:20]=3)[CH:15]=[CH:14]2)(=[O:11])=[O:10])=[CH:5][CH:4]=1. (5) Given the reactants [Br:1][C:2]1[CH:3]=[C:4]([N+:9]([O-])=O)[C:5]([CH3:8])=[N:6][CH:7]=1.O.[OH-].[Na+], predict the reaction product. The product is: [Br:1][C:2]1[CH:3]=[C:4]([NH2:9])[C:5]([CH3:8])=[N:6][CH:7]=1. (6) The product is: [C:18]([C:6]1[CH:7]=[C:8]([C:14]([CH3:16])([CH3:15])[CH3:17])[C:9]([N+:11]([O-:13])=[O:12])=[CH:10][C:5]=1[OH:4])([CH3:19])([CH3:20])[CH3:21]. Given the reactants COC(=O)[O:4][C:5]1[CH:10]=[C:9]([N+:11]([O-:13])=[O:12])[C:8]([C:14]([CH3:17])([CH3:16])[CH3:15])=[CH:7][C:6]=1[C:18]([CH3:21])([CH3:20])[CH3:19].COC(=O)OC1C([N+]([O-])=O)=CC(C(C)(C)C)=CC=1C(C)(C)C.[OH-].[K+].Cl, predict the reaction product.